This data is from Forward reaction prediction with 1.9M reactions from USPTO patents (1976-2016). The task is: Predict the product of the given reaction. Given the reactants [Cl:1][C:2]1[CH:7]=[CH:6][CH:5]=[CH:4][C:3]=1[CH2:8][C:9](=[O:11])[CH3:10].[Cr](Cl)([O-])(=O)=[O:13].[NH+]1C=CC=CC=1.N1C=CC=CC=1, predict the reaction product. The product is: [Cl:1][C:2]1[CH:7]=[CH:6][CH:5]=[CH:4][C:3]=1[C:8](=[O:13])[C:9](=[O:11])[CH3:10].